From a dataset of HIV replication inhibition screening data with 41,000+ compounds from the AIDS Antiviral Screen. Binary Classification. Given a drug SMILES string, predict its activity (active/inactive) in a high-throughput screening assay against a specified biological target. (1) The drug is CC(C)C(O)C(=O)C(F)C(C)C. The result is 0 (inactive). (2) The drug is Oc1nncc2c1Sc1cnnc(O)c1S2. The result is 0 (inactive). (3) The compound is CC(CO)S(=O)(=O)O. The result is 0 (inactive). (4) The compound is CNc1nncc2[nH]cnc12. The result is 0 (inactive). (5) The drug is COc1ccc(C2C(Cl)C(=O)N2NC(=O)Cc2ccccc2)cc1OC. The result is 0 (inactive). (6) The drug is COc1cc2c(cc1OC)C1CC3(CC4c5cc(OC)c(OC)cc5CCN4CC3CO)C(CO)CN1CC2. The result is 0 (inactive). (7) The drug is COC(=O)C1c2cc3c(c(O)c2C(OC2OC(C)C(OC)C(C)(OC)C2OC)CC1(C)O)C(=O)c1c(O)cc2c(c1C3=O)OC1OC2(C)C(O)C(N(C)C)C1O. The result is 0 (inactive). (8) The drug is CC1(Br)CC2OC3(Br)C=CC(C)(O)C2(CC1=O)C3(C)C. The result is 0 (inactive). (9) The drug is COc1cc2c(cc1OC)CC(=O)c1cc(OC)c(OC)cc1C=C2. The result is 0 (inactive).